Task: Predict the reactants needed to synthesize the given product.. Dataset: Full USPTO retrosynthesis dataset with 1.9M reactions from patents (1976-2016) (1) The reactants are: CO[C:3]([C:5]1[N:6]([CH3:20])[C:7]([C:10]2[S:18][C:17]3[C:12](=[N:13][CH:14]=[CH:15][C:16]=3[Cl:19])[CH:11]=2)=[CH:8][N:9]=1)=[O:4].[CH3:21][NH2:22]. Given the product [CH3:21][NH:22][C:3]([C:5]1[N:6]([CH3:20])[C:7]([C:10]2[S:18][C:17]3[C:12](=[N:13][CH:14]=[CH:15][C:16]=3[Cl:19])[CH:11]=2)=[CH:8][N:9]=1)=[O:4], predict the reactants needed to synthesize it. (2) Given the product [CH2:40]([N:13]([CH2:14][C@H:15]([NH:23][C:24]([O:26][CH2:27][C:28]1[S:32][CH:31]=[N:30][CH:29]=1)=[O:25])[CH2:16][C:17]1[CH:18]=[CH:19][CH:20]=[CH:21][CH:22]=1)[CH2:12][C@@H:11]([NH:10][C:8]([O:7][CH2:6][C:5]1[S:1][CH:2]=[N:3][CH:4]=1)=[O:9])[CH2:33][C:34]1[CH:39]=[CH:38][CH:37]=[CH:36][CH:35]=1)[C:41]1[CH:46]=[CH:45][CH:44]=[CH:43][CH:42]=1, predict the reactants needed to synthesize it. The reactants are: [S:1]1[C:5]([CH2:6][O:7][C:8]([NH:10][C@H:11]([CH2:33][C:34]2[CH:39]=[CH:38][CH:37]=[CH:36][CH:35]=2)[CH2:12][NH:13][CH2:14][C@@H:15]([NH:23][C:24]([O:26][CH2:27][C:28]2[S:32][CH:31]=[N:30][CH:29]=2)=[O:25])[CH2:16][C:17]2[CH:22]=[CH:21][CH:20]=[CH:19][CH:18]=2)=[O:9])=[CH:4][N:3]=[CH:2]1.[CH:40](=O)[C:41]1[CH:46]=[CH:45][CH:44]=[CH:43][CH:42]=1.C(O)(=O)C.C(O[BH-](OC(=O)C)OC(=O)C)(=O)C.[Na+].